From a dataset of Forward reaction prediction with 1.9M reactions from USPTO patents (1976-2016). Predict the product of the given reaction. (1) Given the reactants [CH3:1][O:2][C:3]1[CH:8]=[C:7]([CH3:9])[C:6]([S:10]([N:13]([CH2:15][C:16]2[O:20][C:19]([C:21]([O:23]C)=O)=[N:18][N:17]=2)[CH3:14])(=[O:12])=[O:11])=[C:5]([CH3:25])[CH:4]=1.[N:26]1([CH2:31][CH2:32][CH:33]2[CH2:38][CH2:37][NH:36][CH2:35][CH2:34]2)[CH2:30][CH2:29][CH2:28][CH2:27]1.C[Al](C)C, predict the reaction product. The product is: [NH3:13].[CH3:1][O:2][C:3]1[CH:8]=[C:7]([CH3:9])[C:6]([S:10]([N:13]([CH3:14])[CH2:15][C:16]2[O:20][C:19]([C:21]([N:36]3[CH2:35][CH2:34][CH:33]([CH2:32][CH2:31][N:26]4[CH2:30][CH2:29][CH2:28][CH2:27]4)[CH2:38][CH2:37]3)=[O:23])=[N:18][N:17]=2)(=[O:12])=[O:11])=[C:5]([CH3:25])[CH:4]=1. (2) Given the reactants [CH2:1]([O:3][C:4](=[O:17])/[CH:5]=[CH:6]/[C:7]1[CH:12]=[C:11](F)[CH:10]=[CH:9][C:8]=1[N+:14]([O-:16])=[O:15])[CH3:2].[OH:18][C:19]1[CH:24]=[CH:23][C:22]([NH:25][C:26](=[O:28])[CH3:27])=[CH:21][CH:20]=1.C([O-])([O-])=O.[K+].[K+].C1OCCOCCOCCOCCOCCOC1, predict the reaction product. The product is: [CH2:1]([O:3][C:4](=[O:17])/[CH:5]=[CH:6]/[C:7]1[CH:12]=[C:11]([O:18][C:19]2[CH:20]=[CH:21][C:22]([NH:25][C:26](=[O:28])[CH3:27])=[CH:23][CH:24]=2)[CH:10]=[CH:9][C:8]=1[N+:14]([O-:16])=[O:15])[CH3:2]. (3) Given the reactants Cl.[CH2:2]([N:9]1[CH2:14][CH2:13][CH2:12][C@H:11]([NH:15]C(=O)OC(C)(C)C)[CH2:10]1)[C:3]1[CH:8]=[CH:7][CH:6]=[CH:5][CH:4]=1, predict the reaction product. The product is: [CH2:2]([N:9]1[CH2:14][CH2:13][CH2:12][C@H:11]([NH2:15])[CH2:10]1)[C:3]1[CH:4]=[CH:5][CH:6]=[CH:7][CH:8]=1. (4) Given the reactants [OH:1][C:2](=[C:14]1[C:19](=[O:20])[CH2:18][C:17]([CH3:22])([CH3:21])[CH2:16][C:15]1=[O:23])[CH2:3][CH2:4][CH2:5][CH2:6][C:7]([O:9]C(C)(C)C)=[O:8], predict the reaction product. The product is: [OH:1][C:2](=[C:14]1[C:15](=[O:23])[CH2:16][C:17]([CH3:21])([CH3:22])[CH2:18][C:19]1=[O:20])[CH2:3][CH2:4][CH2:5][CH2:6][C:7]([OH:9])=[O:8]. (5) Given the reactants [CH2:1]([N:3]1[C:7]2[C:8]([NH2:12])=[CH:9][CH:10]=[CH:11][C:6]=2[N:5]=[C:4]1[CH3:13])[CH3:2].[N:14]([C:17]1[CH:18]=[N:19][CH:20]=[CH:21][C:22]=1[O:23][CH3:24])=[C:15]=[S:16].C(N1C2C(NC(=S)NC3C=C(S(N)(=O)=O)C=CC=3OC(C)C)=CC=CC=2N=C1C)C, predict the reaction product. The product is: [CH2:1]([N:3]1[C:7]2[C:8]([NH:12][C:15]([NH:14][C:17]3[CH:18]=[N:19][CH:20]=[CH:21][C:22]=3[O:23][CH3:24])=[S:16])=[CH:9][CH:10]=[CH:11][C:6]=2[N:5]=[C:4]1[CH3:13])[CH3:2]. (6) Given the reactants [Tb:1].[C:2]1([P:8](=[O:21])([C:15]2[CH:20]=[CH:19][CH:18]=[CH:17][CH:16]=2)[C:9]2[CH:14]=[CH:13][CH:12]=[CH:11][CH:10]=2)[CH:7]=[CH:6][CH:5]=[CH:4][CH:3]=1, predict the reaction product. The product is: [C:2]1([P:8](=[O:21])([C:9]2[CH:14]=[CH:13][CH:12]=[CH:11][CH:10]=2)[C:15]2[CH:20]=[CH:19][CH:18]=[CH:17][CH:16]=2)[CH:3]=[CH:4][CH:5]=[CH:6][CH:7]=1.[Tb:1].